This data is from Full USPTO retrosynthesis dataset with 1.9M reactions from patents (1976-2016). The task is: Predict the reactants needed to synthesize the given product. (1) Given the product [Cl:1][C:2]1[C:3]([NH:13][C:14]2[CH:19]=[N:18][CH:17]=[C:16]([C:20]3[CH:21]=[CH:22][C:23]([OH:26])=[CH:24][CH:25]=3)[N:15]=2)=[CH:4][C:5]([O:11][CH3:12])=[C:6]([CH:10]=1)[C:7]([N:32]([CH2:31][CH2:30][CH2:29][N:28]([CH3:34])[CH3:27])[CH3:33])=[O:8], predict the reactants needed to synthesize it. The reactants are: [Cl:1][C:2]1[C:3]([NH:13][C:14]2[CH:19]=[N:18][CH:17]=[C:16]([C:20]3[CH:25]=[CH:24][C:23]([OH:26])=[CH:22][CH:21]=3)[N:15]=2)=[CH:4][C:5]([O:11][CH3:12])=[C:6]([CH:10]=1)[C:7](O)=[O:8].[CH3:27][N:28]([CH3:34])[CH2:29][CH2:30][CH2:31][NH:32][CH3:33].C(N(CC)CC)C.CN(C(ON1N=NC2C=CC=CC1=2)=[N+](C)C)C.[B-](F)(F)(F)F. (2) Given the product [F:15][C:16]1[CH:21]=[C:20]([F:22])[CH:19]=[CH:18][C:17]=1[C@@:23]([NH:25][S@@:26]([C:28]([CH3:29])([CH3:31])[CH3:30])=[O:27])([CH2:13][C:12]([C:11]1[C:7]([CH3:6])=[N:8][O:9][CH:10]=1)=[O:14])[CH3:24], predict the reactants needed to synthesize it. The reactants are: [Li]CCCC.[CH3:6][C:7]1[C:11]([C:12](=[O:14])[CH3:13])=[CH:10][O:9][N:8]=1.[F:15][C:16]1[CH:21]=[C:20]([F:22])[CH:19]=[CH:18][C:17]=1/[C:23](=[N:25]/[S@@:26]([C:28]([CH3:31])([CH3:30])[CH3:29])=[O:27])/[CH3:24]. (3) The reactants are: C(OC([NH:8][CH:9]([C:12]1[C:13]([F:47])=[C:14]([C:18]2[CH:23]=[C:22]([CH2:24][N:25]3[CH2:30][CH2:29][O:28][CH2:27][CH2:26]3)[CH:21]=[C:20]([CH2:31][O:32][C:33]3[CH:38]=[CH:37][CH:36]=[CH:35][C:34]=3[CH2:39][C:40]([O:42]C(C)(C)C)=[O:41])[CH:19]=2)[CH:15]=[CH:16][CH:17]=1)[CH2:10][F:11])=O)(C)(C)C.C(O)(C(F)(F)F)=O. Given the product [NH2:8][CH:9]([C:12]1[C:13]([F:47])=[C:14]([C:18]2[CH:23]=[C:22]([CH2:24][N:25]3[CH2:30][CH2:29][O:28][CH2:27][CH2:26]3)[CH:21]=[C:20]([CH2:31][O:32][C:33]3[CH:38]=[CH:37][CH:36]=[CH:35][C:34]=3[CH2:39][C:40]([OH:42])=[O:41])[CH:19]=2)[CH:15]=[CH:16][CH:17]=1)[CH2:10][F:11], predict the reactants needed to synthesize it. (4) Given the product [F:27][C:28]1[CH:48]=[N:46][CH:45]=[CH:44][C:43]=1[C:50]([NH:23][C:20]1[S:21][CH:22]=[C:18]([C:14]2[C:15]([CH3:17])=[CH:16][C:11]([O:10][C:9]3[CH:8]=[CH:7][C:6]([O:5][CH2:4][CH2:3][O:2][CH3:1])=[CH:26][CH:25]=3)=[CH:12][C:13]=2[CH3:24])[N:19]=1)=[O:49], predict the reactants needed to synthesize it. The reactants are: [CH3:1][O:2][CH2:3][CH2:4][O:5][C:6]1[CH:26]=[CH:25][C:9]([O:10][C:11]2[CH:16]=[C:15]([CH3:17])[C:14]([C:18]3[N:19]=[C:20]([NH2:23])[S:21][CH:22]=3)=[C:13]([CH3:24])[CH:12]=2)=[CH:8][CH:7]=1.[F:27][C:28]1C=C(C=CN=1)C(O)=O.Cl.C(N=C=N[CH2:43][CH2:44][CH2:45][N:46]([CH3:48])C)C.[OH:49][C:50]1C2N=NNC=2C=CC=1. (5) Given the product [CH3:1][N:2]([CH3:11])[C:3]1[CH:10]=[CH:9][C:6]([C:7]2[O:8][C:15]3[C:14]([C:19](=[O:21])[C:20]=2[OH:25])=[CH:13][CH:18]=[CH:17][CH:16]=3)=[CH:5][CH:4]=1, predict the reactants needed to synthesize it. The reactants are: [CH3:1][N:2]([CH3:11])[C:3]1[CH:10]=[CH:9][C:6]([CH:7]=[O:8])=[CH:5][CH:4]=1.O[C:13]1[CH:18]=[CH:17][CH:16]=[CH:15][C:14]=1[C:19](=[O:21])[CH3:20].Cl.C([OH:25])C.